This data is from Forward reaction prediction with 1.9M reactions from USPTO patents (1976-2016). The task is: Predict the product of the given reaction. (1) Given the reactants [Cl:1][C:2]1[C:7]([Cl:8])=[CH:6][CH:5]=[CH:4][C:3]=1[C:9]1[CH:10]=[C:11]([CH2:15][CH2:16][NH2:17])[CH:12]=[N:13][CH:14]=1.[CH2:18]([S:20](Cl)(=[O:22])=[O:21])[CH3:19], predict the reaction product. The product is: [Cl:1][C:2]1[C:7]([Cl:8])=[CH:6][CH:5]=[CH:4][C:3]=1[C:9]1[CH:10]=[C:11]([CH2:15][CH2:16][NH:17][S:20]([CH2:18][CH3:19])(=[O:22])=[O:21])[CH:12]=[N:13][CH:14]=1. (2) Given the reactants [Cl:1][C:2]1[CH:33]=[CH:32][CH:31]=[C:30]([CH3:34])[C:3]=1[C:4]([NH:6][C:7]([N:9]([C:18]1[CH:23]=[CH:22][C:21]([C:24]([O:26][CH3:27])=[O:25])=[C:20]([O:28][CH3:29])[CH:19]=1)[NH:10]C(OC(C)(C)C)=O)=[O:8])=O.C(O)(C(F)(F)F)=O, predict the reaction product. The product is: [Cl:1][C:2]1[CH:33]=[CH:32][CH:31]=[C:30]([CH3:34])[C:3]=1[C:4]1[NH:6][C:7](=[O:8])[N:9]([C:18]2[CH:23]=[CH:22][C:21]([C:24]([O:26][CH3:27])=[O:25])=[C:20]([O:28][CH3:29])[CH:19]=2)[N:10]=1. (3) Given the reactants [F:1][C:2]1[CH:3]=[C:4]([CH:16]=[CH:17][CH:18]=1)[CH2:5][NH:6][C:7]1[N:15]=[CH:14][CH:13]=[CH:12][C:8]=1[C:9]([OH:11])=O.CCN=C=NCCCN(C)C.C1C=CC2N(O)N=NC=2C=1.[CH3:40][C:41]([NH2:45])([C:43]#[CH:44])[CH3:42], predict the reaction product. The product is: [F:1][C:2]1[CH:3]=[C:4]([CH:16]=[CH:17][CH:18]=1)[CH2:5][NH:6][C:7]1[N:15]=[CH:14][CH:13]=[CH:12][C:8]=1[C:9]([NH:45][C:41]([CH3:42])([C:43]#[CH:44])[CH3:40])=[O:11]. (4) Given the reactants [NH2:1][C:2]1[CH:7]=[C:6]([CH2:8][C:9]([O:11][CH2:12][CH3:13])=[O:10])[C:5]([Br:14])=[CH:4][N:3]=1.C1COCC1.[C:20]([N:28]=[C:29]=[S:30])(=[O:27])[C:21]1[CH:26]=[CH:25][CH:24]=[CH:23][CH:22]=1, predict the reaction product. The product is: [C:20]([NH:28][C:29](=[S:30])[NH:1][C:2]1[CH:7]=[C:6]([CH2:8][C:9]([O:11][CH2:12][CH3:13])=[O:10])[C:5]([Br:14])=[CH:4][N:3]=1)(=[O:27])[C:21]1[CH:26]=[CH:25][CH:24]=[CH:23][CH:22]=1. (5) Given the reactants FC1C=C2C(C(I)=CN2S(C2C=CC=CC=2)(=O)=O)=CC=1.[F:21][C:22]1[CH:30]=[C:29]2[C:25]([C:26]([C:40]3[CH:56]=[CH:55][C:43]4[N:44]=[C:45]([CH2:47][N:48]5[CH2:53][CH2:52][N:51]([CH3:54])[CH2:50][CH2:49]5)[O:46][C:42]=4[CH:41]=3)=[CH:27][N:28]2S(C2C=CC=CC=2)(=O)=O)=[CH:24][CH:23]=1, predict the reaction product. The product is: [F:21][C:22]1[CH:30]=[C:29]2[C:25]([C:26]([C:40]3[CH:56]=[CH:55][C:43]4[N:44]=[C:45]([CH2:47][N:48]5[CH2:53][CH2:52][N:51]([CH3:54])[CH2:50][CH2:49]5)[O:46][C:42]=4[CH:41]=3)=[CH:27][NH:28]2)=[CH:24][CH:23]=1. (6) Given the reactants [Cl:1]CCl.CO.[CH:6]1[C:11]([C:12]#[N:13])=[CH:10][C:9]2[C:14]([CH2:17][CH2:18][CH2:19][CH2:20][N:21]3[CH2:26][CH2:25][N:24]([C:27]4[CH:28]=[CH:29][C:30]5[O:35][C:34]([C:36]([NH2:38])=[O:37])=[CH:33][C:31]=5[CH:32]=4)[CH2:23][CH2:22]3)=[CH:15][NH:16][C:8]=2[CH:7]=1, predict the reaction product. The product is: [CH:6]1[C:11]([C:12]#[N:13])=[CH:10][C:9]2[C:14]([CH2:17][CH2:18][CH2:19][CH2:20][N:21]3[CH2:22][CH2:23][N:24]([C:27]4[CH:28]=[CH:29][C:30]5[O:35][C:34]([C:36]([NH2:38])=[O:37])=[CH:33][C:31]=5[CH:32]=4)[CH2:25][CH2:26]3)=[CH:15][NH:16][C:8]=2[CH:7]=1.[ClH:1]. (7) Given the reactants CS[C:3](=S)[C:4]([O:6][CH2:7][CH3:8])=[O:5].[NH:10]([C:12]([S-:14])=[S:13])[NH2:11].[K+], predict the reaction product. The product is: [SH:13][C:12]1[S:14][C:3]([C:4]([O:6][CH2:7][CH3:8])=[O:5])=[N:11][N:10]=1.